The task is: Binary Classification. Given a T-cell receptor sequence (or CDR3 region) and an epitope sequence, predict whether binding occurs between them.. This data is from TCR-epitope binding with 47,182 pairs between 192 epitopes and 23,139 TCRs. (1) The epitope is IQYIDIGNY. The TCR CDR3 sequence is CASSLEQSYEQYF. Result: 0 (the TCR does not bind to the epitope). (2) The epitope is TPGPGVRYPL. The TCR CDR3 sequence is CASSYTQGANVLTF. Result: 0 (the TCR does not bind to the epitope). (3) The epitope is LPRRSGAAGA. The TCR CDR3 sequence is CATSYTGSANYGYTF. Result: 1 (the TCR binds to the epitope). (4) The epitope is GLCTLVAML. The TCR CDR3 sequence is CASSLLGGSLYEQYF. Result: 1 (the TCR binds to the epitope). (5) The epitope is EIYKRWII. The TCR CDR3 sequence is CASSSGLPTNEKLFF. Result: 1 (the TCR binds to the epitope). (6) The epitope is EEHVQIHTI. The TCR CDR3 sequence is CASSQGLQGSEQFF. Result: 0 (the TCR does not bind to the epitope). (7) Result: 0 (the TCR does not bind to the epitope). The TCR CDR3 sequence is CSVDSGLAGNTYEQYF. The epitope is FLKEKGGL.